This data is from Reaction yield outcomes from USPTO patents with 853,638 reactions. The task is: Predict the reaction yield, written as a fraction of the theoretical maximum amount of product (1.0 means a 100% yield; for example, 0.34 means a 34% yield). The reactants are [CH:1]1([C:4]([C:6]2[CH:7]=[C:8]([CH3:12])[CH:9]=[CH:10][CH:11]=2)=[O:5])[CH2:3][CH2:2]1.CC1C=CC(S(O)(=O)=O)=CC=1.O.[ClH:25].N1C=CC=CC=1. The catalyst is CC#N.C(OCC)(=O)C. The product is [Cl:25][CH2:3][CH2:2][CH2:1][C:4]([C:6]1[CH:7]=[C:8]([CH3:12])[CH:9]=[CH:10][CH:11]=1)=[O:5]. The yield is 0.500.